Predict which catalyst facilitates the given reaction. From a dataset of Catalyst prediction with 721,799 reactions and 888 catalyst types from USPTO. (1) The catalyst class is: 828. Reactant: [Br:1][C:2]1[CH:33]=[CH:32][C:5]([CH2:6][C@H:7]2[C@@H:15]3[C@@H:11]([N:12]([C:17]4([C:20]5[CH:25]=[CH:24][CH:23]=[C:22]([C:26]([CH3:29])([CH3:28])[CH3:27])[CH:21]=5)[CH2:19][CH2:18]4)C(=O)[O:14]3)[CH2:10][S:9](=[O:31])(=[O:30])[CH2:8]2)=[CH:4][CH:3]=1. Product: [Br:1][C:2]1[CH:33]=[CH:32][C:5]([CH2:6][C@H:7]2[C@@H:15]([OH:14])[C@@H:11]([NH:12][C:17]3([C:20]4[CH:25]=[CH:24][CH:23]=[C:22]([C:26]([CH3:29])([CH3:28])[CH3:27])[CH:21]=4)[CH2:19][CH2:18]3)[CH2:10][S:9](=[O:31])(=[O:30])[CH2:8]2)=[CH:4][CH:3]=1. (2) Reactant: [C:1]([O:5][C:6](=[O:38])[NH:7][C:8]1([C:12]2[CH:17]=[CH:16][C:15]([C:18]3[C:31]([C:32]4[CH:37]=[CH:36][CH:35]=[CH:34][CH:33]=4)=[CH:30][N:21]4[N:22]=[C:23]5[C:28]([CH:27]=[CH:26][CH:25]=[C:24]5Br)=[C:20]4[N:19]=3)=[CH:14][CH:13]=2)[CH2:11][CH2:10][CH2:9]1)([CH3:4])([CH3:3])[CH3:2].[C:39]([NH2:43])(=[O:42])[CH:40]=[CH2:41].C1(C)C=CC=CC=1P(C1C=CC=CC=1C)C1C=CC=CC=1C. Product: [C:1]([O:5][C:6]([NH:7][C:8]1([C:12]2[CH:17]=[CH:16][C:15]([C:18]3[C:31]([C:32]4[CH:37]=[CH:36][CH:35]=[CH:34][CH:33]=4)=[CH:30][N:21]4[N:22]=[C:23]5[C:28]([CH:27]=[CH:26][CH:25]=[C:24]5/[CH:41]=[CH:40]/[C:39]([NH2:43])=[O:42])=[C:20]4[N:19]=3)=[CH:14][CH:13]=2)[CH2:11][CH2:10][CH2:9]1)=[O:38])([CH3:4])([CH3:3])[CH3:2]. The catalyst class is: 167. (3) Reactant: [CH2:1]([N:3]1[CH2:8][CH2:7][N:6]([C:9]2[C:18]3[C:13](=[CH:14][CH:15]=[CH:16][CH:17]=3)[CH:12]=[C:11]([C:19]3[CH:24]=[CH:23][C:22]([C:25](=[O:27])[CH3:26])=[CH:21][CH:20]=3)[N:10]=2)[CH2:5][CH2:4]1)[CH3:2].[CH3:28]COCC.[Cl-].[NH4+].C(=O)([O-])[O-].[Na+].[Na+]. Product: [CH2:1]([N:3]1[CH2:4][CH2:5][N:6]([C:9]2[C:18]3[C:13](=[CH:14][CH:15]=[CH:16][CH:17]=3)[CH:12]=[C:11]([C:19]3[CH:20]=[CH:21][C:22]([C:25]([OH:27])([CH3:28])[CH3:26])=[CH:23][CH:24]=3)[N:10]=2)[CH2:7][CH2:8]1)[CH3:2]. The catalyst class is: 54. (4) Reactant: Cl[C:2]1[N:7]=[CH:6][C:5]([C:8]2[N:12]3[N:13]=[C:14]([C:17]4[CH:22]=[CH:21][C:20]([O:23][CH2:24][CH3:25])=[C:19]([O:26][CH3:27])[CH:18]=4)[CH:15]=[CH:16][C:11]3=[N:10][C:9]=2[CH3:28])=[CH:4][CH:3]=1.CC1(C)C(C)(C)OB([C:37]2[CH:38]=[CH:39][C:40]([C:43]#[N:44])=[N:41][CH:42]=2)O1.C([O-])([O-])=O.[K+].[K+]. Product: [CH2:24]([O:23][C:20]1[CH:21]=[CH:22][C:17]([C:14]2[CH:15]=[CH:16][C:11]3[N:12]([C:8]([C:5]4[CH:4]=[CH:3][C:2]([C:37]5[CH:42]=[N:41][C:40]([C:43]#[N:44])=[CH:39][CH:38]=5)=[N:7][CH:6]=4)=[C:9]([CH3:28])[N:10]=3)[N:13]=2)=[CH:18][C:19]=1[O:26][CH3:27])[CH3:25]. The catalyst class is: 233. (5) Reactant: [ClH:1].C(OC([CH2:9][NH:10][C@H:11]1[CH2:15][CH2:14][C@@H:13]([N:16]2[CH2:21][CH2:20][CH:19]([CH3:22])[CH2:18][CH2:17]2)[CH2:12]1)=O)(C)(C)C. Product: [ClH:1].[ClH:1].[CH3:9][NH:10][C@H:11]1[CH2:15][CH2:14][C@@H:13]([N:16]2[CH2:21][CH2:20][CH:19]([CH3:22])[CH2:18][CH2:17]2)[CH2:12]1. The catalyst class is: 209. (6) Reactant: [CH:1]1([NH2:6])[CH2:5][CH2:4][CH2:3][CH2:2]1.[CH2:7]([O:9][C:10](=[O:14])[CH2:11][CH2:12]Cl)[CH3:8].C([O-])([O-])=O.[K+].[K+]. Product: [CH2:7]([O:9][C:10](=[O:14])[CH2:11][CH2:12][NH:6][CH:1]1[CH2:5][CH2:4][CH2:3][CH2:2]1)[CH3:8]. The catalyst class is: 682. (7) Reactant: [CH2:1](Br)[C:2]1[CH:7]=[CH:6][CH:5]=[CH:4][CH:3]=1.[Br:9][C:10]1[CH:15]=[C:14]([O:16][CH2:17][CH2:18][CH2:19][CH2:20][CH2:21][CH2:22][CH2:23][CH2:24][CH2:25][CH2:26][CH2:27][CH3:28])[C:13]([Br:29])=[CH:12][C:11]=1[OH:30].C([O-])([O-])=O.[K+].[K+]. Product: [Br:9][C:10]1[CH:15]=[C:14]([O:16][CH2:17][CH2:18][CH2:19][CH2:20][CH2:21][CH2:22][CH2:23][CH2:24][CH2:25][CH2:26][CH2:27][CH3:28])[C:13]([Br:29])=[CH:12][C:11]=1[O:30][CH2:1][C:2]1[CH:7]=[CH:6][CH:5]=[CH:4][CH:3]=1. The catalyst class is: 8.